From a dataset of Forward reaction prediction with 1.9M reactions from USPTO patents (1976-2016). Predict the product of the given reaction. (1) Given the reactants [CH:1]1([C:4]2[NH:8][N:7]=[C:6]([NH:9][C:10]3[C:11]([N+:28]([O-])=O)=[C:12]([CH:15]=[C:16]([NH:18][C@H:19]([C:21]4[CH:26]=[CH:25][C:24]([F:27])=[CH:23][CH:22]=4)[CH3:20])[CH:17]=3)[C:13]#[N:14])[CH:5]=2)[CH2:3][CH2:2]1.[Cl-].[NH4+].C([O-])(=[O:35])C.[NH4+], predict the reaction product. The product is: [NH2:28][C:11]1[C:10]([NH:9][C:6]2[CH:5]=[C:4]([CH:1]3[CH2:3][CH2:2]3)[NH:8][N:7]=2)=[CH:17][C:16]([NH:18][C@H:19]([C:21]2[CH:26]=[CH:25][C:24]([F:27])=[CH:23][CH:22]=2)[CH3:20])=[CH:15][C:12]=1[C:13]([NH2:14])=[O:35]. (2) The product is: [Si:25]([O:6][C:7]1[CH:8]=[C:9]2[C:13](=[CH:14][CH:15]=1)[NH:12][N:11]=[CH:10]2)([C:21]([CH3:24])([CH3:23])[CH3:22])([CH3:28])[CH3:27]. Given the reactants CN(C)C=O.[OH:6][C:7]1[CH:8]=[C:9]2[C:13](=[CH:14][CH:15]=1)[NH:12][N:11]=[CH:10]2.N1C=CN=C1.[C:21]([Si:25]([CH3:28])([CH3:27])Cl)([CH3:24])([CH3:23])[CH3:22], predict the reaction product. (3) Given the reactants [Li+].[OH-].C[O:4][C:5](=[O:38])[CH:6]([O:18][P:19]([CH:23]([NH:27][C:28]([O:30][CH2:31][C:32]1[CH:37]=[CH:36][CH:35]=[CH:34][CH:33]=1)=[O:29])[CH:24]([CH3:26])[CH3:25])([O:21]C)=[O:20])[CH2:7][CH2:8][CH2:9][NH:10][C:11]([O:13][C:14]([CH3:17])([CH3:16])[CH3:15])=[O:12], predict the reaction product. The product is: [CH2:31]([O:30][C:28]([NH:27][CH:23]([P:19]([OH:21])([O:18][CH:6]([CH2:7][CH2:8][CH2:9][NH:10][C:11]([O:13][C:14]([CH3:15])([CH3:17])[CH3:16])=[O:12])[C:5]([OH:38])=[O:4])=[O:20])[CH:24]([CH3:25])[CH3:26])=[O:29])[C:32]1[CH:33]=[CH:34][CH:35]=[CH:36][CH:37]=1. (4) The product is: [NH2:1][C:2]1[CH:7]=[CH:6][C:5]([O:8][C:17]2[CH:22]=[CH:21][N:20]=[C:19]3[CH:23]=[C:24]([C:26]4[N:31]=[CH:30][C:29]([CH2:32][N:33]([CH2:41][CH2:42][O:43][CH3:44])[C:34](=[O:40])[O:35][C:36]([CH3:37])([CH3:38])[CH3:39])=[CH:28][CH:27]=4)[S:25][C:18]=23)=[C:4]([F:9])[CH:3]=1. Given the reactants [NH2:1][C:2]1[CH:7]=[CH:6][C:5]([OH:8])=[C:4]([F:9])[CH:3]=1.CC(C)([O-])C.[K+].Cl[C:17]1[CH:22]=[CH:21][N:20]=[C:19]2[CH:23]=[C:24]([C:26]3[N:31]=[CH:30][C:29]([CH2:32][N:33]([CH2:41][CH2:42][O:43][CH3:44])[C:34](=[O:40])[O:35][C:36]([CH3:39])([CH3:38])[CH3:37])=[CH:28][CH:27]=3)[S:25][C:18]=12, predict the reaction product.